Regression. Given two drug SMILES strings and cell line genomic features, predict the synergy score measuring deviation from expected non-interaction effect. From a dataset of Merck oncology drug combination screen with 23,052 pairs across 39 cell lines. (1) Drug 1: CC(=O)OC1C(=O)C2(C)C(O)CC3OCC3(OC(C)=O)C2C(OC(=O)c2ccccc2)C2(O)CC(OC(=O)C(O)C(NC(=O)c3ccccc3)c3ccccc3)C(C)=C1C2(C)C. Drug 2: CCc1cnn2c(NCc3ccc[n+]([O-])c3)cc(N3CCCCC3CCO)nc12. Cell line: MDAMB436. Synergy scores: synergy=-5.20. (2) Drug 1: CN1C(=O)C=CC2(C)C3CCC4(C)C(NC(=O)OCC(F)(F)F)CCC4C3CCC12. Drug 2: Nc1ccn(C2OC(CO)C(O)C2(F)F)c(=O)n1. Cell line: DLD1. Synergy scores: synergy=2.09. (3) Drug 1: CN(Cc1cnc2nc(N)nc(N)c2n1)c1ccc(C(=O)NC(CCC(=O)O)C(=O)O)cc1. Drug 2: C#Cc1cccc(Nc2ncnc3cc(OCCOC)c(OCCOC)cc23)c1. Cell line: LOVO. Synergy scores: synergy=-1.96. (4) Drug 1: C=CCn1c(=O)c2cnc(Nc3ccc(N4CCN(C)CC4)cc3)nc2n1-c1cccc(C(C)(C)O)n1. Drug 2: CC(C)CC(NC(=O)C(Cc1ccccc1)NC(=O)c1cnccn1)B(O)O. Cell line: DLD1. Synergy scores: synergy=3.69. (5) Drug 1: O=S1(=O)NC2(CN1CC(F)(F)F)C1CCC2Cc2cc(C=CCN3CCC(C(F)(F)F)CC3)ccc2C1. Drug 2: COC1=C2CC(C)CC(OC)C(O)C(C)C=C(C)C(OC(N)=O)C(OC)C=CC=C(C)C(=O)NC(=CC1=O)C2=O. Cell line: SW837. Synergy scores: synergy=-7.70.